Dataset: Full USPTO retrosynthesis dataset with 1.9M reactions from patents (1976-2016). Task: Predict the reactants needed to synthesize the given product. (1) Given the product [CH:22]([N:21]1[C:15]2[NH:14][C:13]3[N:12]([CH2:11][CH2:10][CH2:9][N:5]=3)[C:17](=[O:18])[C:16]=2[CH:19]=[N:20]1)([CH3:23])[CH3:24], predict the reactants needed to synthesize it. The reactants are: CC([N:5]([CH2:9][CH2:10][CH2:11][N:12]1[C:17](=[O:18])[C:16]2[CH:19]=[N:20][N:21]([CH:22]([CH3:24])[CH3:23])[C:15]=2[N:14]=[C:13]1Cl)C(=O)[O-])(C)C.C(O)(C(F)(F)F)=O. (2) The reactants are: [C:1](Cl)(=[O:8])[C:2]1[CH:7]=[CH:6][CH:5]=[N:4][CH:3]=1.[Br:10][C:11]([OH:14])([CH3:13])[CH3:12].C(N(CC)CC)C. Given the product [C:1]([O:14][C:11]([Br:10])([CH3:13])[CH3:12])(=[O:8])[C:2]1[CH:7]=[CH:6][CH:5]=[N:4][CH:3]=1, predict the reactants needed to synthesize it. (3) Given the product [CH3:25][N:2]([CH3:1])[C:3]1[CH:8]=[CH:7][C:6]([C:9]2[C:10]3[CH:11]=[CH:12][C:13]([CH:21]([OH:24])[C:22]#[C:23][C:27]4[CH:35]=[CH:34][C:30]([C:31]([OH:33])=[O:32])=[CH:29][CH:28]=4)=[CH:14][C:15]=3[C:16]([CH3:20])([CH3:19])[CH2:17][CH:18]=2)=[CH:5][CH:4]=1, predict the reactants needed to synthesize it. The reactants are: [CH3:1][N:2]([CH3:25])[C:3]1[CH:8]=[CH:7][C:6]([C:9]2[C:10]3[CH:11]=[CH:12][C:13]([CH:21]([OH:24])[C:22]#[CH:23])=[CH:14][C:15]=3[C:16]([CH3:20])([CH3:19])[CH2:17][CH:18]=2)=[CH:5][CH:4]=1.I[C:27]1[CH:35]=[CH:34][C:30]([C:31]([OH:33])=[O:32])=[CH:29][CH:28]=1. (4) Given the product [CH:24]([C:26]1[CH:31]=[CH:30][C:29]([C:21]2[S:20][C:14]3=[N:15][CH:16]=[C:17]([C:18]#[N:19])[C:12]([NH:11][C:7]4[CH:6]=[C:5]5[C:10](=[CH:9][CH:8]=4)[NH:2][CH:3]=[CH:4]5)=[C:13]3[CH:22]=2)=[CH:28][CH:27]=1)=[O:25], predict the reactants needed to synthesize it. The reactants are: Cl.[NH:2]1[C:10]2[C:5](=[CH:6][C:7]([NH:11][C:12]3[C:17]([C:18]#[N:19])=[CH:16][N:15]=[C:14]4[S:20][C:21](I)=[CH:22][C:13]=34)=[CH:8][CH:9]=2)[CH:4]=[CH:3]1.[CH:24]([C:26]1[CH:31]=[CH:30][C:29](B(O)O)=[CH:28][CH:27]=1)=[O:25]. (5) Given the product [NH2:22][C:13]1[CH:14]=[CH:15][C:16]([O:17][CH2:18][CH2:19][CH2:20][CH3:21])=[CH:11][N:12]=1, predict the reactants needed to synthesize it. The reactants are: NC1C=CC(OC)=CN=1.Br[C:11]1[C:16]([O:17][CH2:18][CH2:19][CH2:20][CH3:21])=[CH:15][CH:14]=[C:13]([N+:22]([O-])=O)[N:12]=1. (6) Given the product [NH2:58][C@@H:54]([CH:55]([CH3:57])[CH3:56])[C:53]([NH:52][C@@H:50]([CH3:51])[C:49]([NH:48][C:45]1[CH:44]=[CH:43][C:42]([C:40]2[CH2:39][C@@H:36]3[N:35]([CH:41]=2)[C:34](=[O:67])[C:33]2[CH:68]=[C:69]([O:70][CH3:71])[C:30]([O:29][CH2:28][CH2:27][CH2:26][O:25][C:23]4[C:22]([O:72][CH3:73])=[CH:21][C:16]5[C:17](=[O:20])[N:18]6[CH:19]=[C:10]([C:8]7[CH:7]=[CH:6][C:5]8[O:1][CH2:2][O:3][C:4]=8[CH:9]=7)[CH2:11][C@H:12]6[CH:13]=[N:14][C:15]=5[CH:24]=4)=[CH:31][C:32]=2[N:38]=[CH:37]3)=[CH:47][CH:46]=1)=[O:66])=[O:65], predict the reactants needed to synthesize it. The reactants are: [O:1]1[C:5]2[CH:6]=[CH:7][C:8]([C:10]3[CH2:11][C@@H:12]4[N:18]([CH:19]=3)[C:17](=[O:20])[C:16]3[CH:21]=[C:22]([O:72][CH3:73])[C:23]([O:25][CH2:26][CH2:27][CH2:28][O:29][C:30]5[C:69]([O:70][CH3:71])=[CH:68][C:33]6[C:34](=[O:67])[N:35]7[CH:41]=[C:40]([C:42]8[CH:47]=[CH:46][C:45]([NH:48][C:49](=[O:66])[C@@H:50]([NH:52][C:53](=[O:65])[C@@H:54]([NH:58]C(=O)OCC=C)[CH:55]([CH3:57])[CH3:56])[CH3:51])=[CH:44][CH:43]=8)[CH2:39][C@H:36]7[CH:37]=[N:38][C:32]=6[CH:31]=5)=[CH:24][C:15]=3[N:14]=[CH:13]4)=[CH:9][C:4]=2[O:3][CH2:2]1.N1CCCC1. (7) Given the product [NH2:1][C@@H:2]([CH2:16][CH:17]1[CH2:18][CH2:19][CH2:20][CH2:21][CH2:22]1)[C@@H:3]([O:15][Si:31]([CH3:34])([CH3:33])[CH3:32])[CH2:4][NH:5][C:6](=[O:14])[O:7][CH2:8][CH2:9][Si:10]([CH3:13])([CH3:11])[CH3:12], predict the reactants needed to synthesize it. The reactants are: [NH2:1][C@@H:2]([CH2:16][CH:17]1[CH2:22][CH2:21][CH2:20][CH2:19][CH2:18]1)[C@@H:3]([OH:15])[CH2:4][NH:5][C:6](=[O:14])[O:7][CH2:8][CH2:9][Si:10]([CH3:13])([CH3:12])[CH3:11].C(N(CC)CC)C.Cl[Si:31]([CH3:34])([CH3:33])[CH3:32]. (8) Given the product [Cl:1][C:2]1[CH:7]=[C:6]([CH:8]2[CH2:9][CH2:10][NH:11][CH2:12][CH2:13]2)[CH:5]=[C:4]([Cl:21])[N:3]=1.[C:22]([OH:28])([C:24]([F:27])([F:26])[F:25])=[O:23], predict the reactants needed to synthesize it. The reactants are: [Cl:1][C:2]1[CH:7]=[C:6]([CH:8]2[CH2:13][CH2:12][N:11](C(OC(C)(C)C)=O)[CH2:10][CH2:9]2)[CH:5]=[C:4]([Cl:21])[N:3]=1.[C:22]([OH:28])([C:24]([F:27])([F:26])[F:25])=[O:23].